Dataset: Forward reaction prediction with 1.9M reactions from USPTO patents (1976-2016). Task: Predict the product of the given reaction. The product is: [OH:14][CH2:13][C:4]1[CH2:5][C@H:6]2[C@@:2]([CH3:1])([CH:3]=1)[C@H:10]([CH3:11])[CH2:9][C:8](=[O:12])[CH2:7]2. Given the reactants [CH3:1][C@:2]12[C@H:10]([CH3:11])[CH2:9][C:8](=[O:12])[CH2:7][C@H:6]1[CH2:5][C:4]([CH:13]=[O:14])=[CH:3]2.[BH4-].[Na+], predict the reaction product.